Task: Predict the product of the given reaction.. Dataset: Forward reaction prediction with 1.9M reactions from USPTO patents (1976-2016) (1) Given the reactants [OH-].[K+].C([O:5][C:6]([C:8]1[CH:9]=[N:10][N:11]([C:13]2[NH:22][C:21](=[O:23])[C:20]3[C:15](=[CH:16][C:17]([N:24]([CH3:26])[CH3:25])=[CH:18][CH:19]=3)[N:14]=2)[CH:12]=1)=[O:7])C.C(OC(C1C=NN(C2NC(=O)C3C(=CC=CC=3N(C)C)N=2)C=1)=O)C.CN(C)C1C=C2C(C(=O)NC(N3C=C(C(O)=O)C=N3)=N2)=CC=1, predict the reaction product. The product is: [CH3:25][N:24]([CH3:26])[C:17]1[CH:18]=[CH:19][CH:20]=[C:15]2[C:16]=1[C:21](=[O:23])[NH:22][C:13]([N:11]1[CH:12]=[C:8]([C:6]([OH:5])=[O:7])[CH:9]=[N:10]1)=[N:14]2. (2) Given the reactants C([O:3][C:4](=O)[CH2:5][O:6][C:7]1[C:12]([N+:13]([O-])=O)=[CH:11][C:10]([Br:16])=[CH:9][N:8]=1)C, predict the reaction product. The product is: [Br:16][C:10]1[CH:11]=[C:12]2[C:7]([O:6][CH2:5][C:4](=[O:3])[NH:13]2)=[N:8][CH:9]=1.